This data is from Full USPTO retrosynthesis dataset with 1.9M reactions from patents (1976-2016). The task is: Predict the reactants needed to synthesize the given product. (1) Given the product [CH:3]1([CH2:9][C:11]2[CH2:19][C:18]3[C:13]([CH:12]=2)=[CH:14][CH:15]=[CH:16][CH:17]=3)[CH2:8][CH2:7][CH2:6][CH2:5][CH2:4]1, predict the reactants needed to synthesize it. The reactants are: [Mg].Br[C:3]1([CH3:9])[CH2:8][CH2:7][CH2:6][CH2:5][CH2:4]1.Br[C:11]1[CH2:12][C:13]2[C:18]([CH:19]=1)=[CH:17][CH:16]=[CH:15][CH:14]=2. (2) Given the product [CH2:32]([N:39]([CH:44]([CH3:46])[CH3:45])[C:40](=[O:43])[CH2:41][N:13]1[C:12](=[O:21])[CH2:11][C:10]2[N:16]([C:7]([C:1]3[CH:2]=[CH:3][CH:4]=[CH:5][CH:6]=3)=[N:8][N:9]=2)[C:15]2[CH:17]=[CH:18][CH:19]=[CH:20][C:14]1=2)[C:33]1[CH:38]=[CH:37][CH:36]=[CH:35][CH:34]=1, predict the reactants needed to synthesize it. The reactants are: [C:1]1([C:7]2[N:16]3[C:10]([CH2:11][C:12](=[O:21])[NH:13][C:14]4[CH:20]=[CH:19][CH:18]=[CH:17][C:15]=43)=[N:9][N:8]=2)[CH:6]=[CH:5][CH:4]=[CH:3][CH:2]=1.C[Si]([N-][Si](C)(C)C)(C)C.[Na+].[CH2:32]([N:39]([CH:44]([CH3:46])[CH3:45])[C:40](=[O:43])[CH2:41]Br)[C:33]1[CH:38]=[CH:37][CH:36]=[CH:35][CH:34]=1. (3) The reactants are: [OH:1][CH:2]1[CH:9]2[CH2:10][C:5]3([C:11]4[N:19](C5CCCCO5)[C:18]5[C:17](=[O:26])[N:16]([CH2:27][CH2:28][CH3:29])[C:15](=[O:30])[N:14]([CH2:31][CH2:32][CH3:33])[C:13]=5[N:12]=4)[CH2:6][CH:7]([O:8]2)[CH:3]1[O:4]3. Given the product [OH:1][CH:2]1[CH:9]2[CH2:10][C:5]3([C:11]4[NH:19][C:18]5[C:17](=[O:26])[N:16]([CH2:27][CH2:28][CH3:29])[C:15](=[O:30])[N:14]([CH2:31][CH2:32][CH3:33])[C:13]=5[N:12]=4)[CH2:6][CH:7]([O:8]2)[CH:3]1[O:4]3, predict the reactants needed to synthesize it.